This data is from Peptide-MHC class II binding affinity with 134,281 pairs from IEDB. The task is: Regression. Given a peptide amino acid sequence and an MHC pseudo amino acid sequence, predict their binding affinity value. This is MHC class II binding data. The peptide sequence is SDYVYQPFPKTVWEQ. The MHC is DRB1_0301 with pseudo-sequence DRB1_0301. The binding affinity (normalized) is 0.